From a dataset of Peptide-MHC class I binding affinity with 185,985 pairs from IEDB/IMGT. Regression. Given a peptide amino acid sequence and an MHC pseudo amino acid sequence, predict their binding affinity value. This is MHC class I binding data. (1) The peptide sequence is KICEYIRSY. The MHC is HLA-A01:01 with pseudo-sequence HLA-A01:01. The binding affinity (normalized) is 0.0847. (2) The peptide sequence is SLYNTVATL. The MHC is HLA-A02:11 with pseudo-sequence HLA-A02:11. The binding affinity (normalized) is 1.00. (3) The peptide sequence is TPRIANRLL. The MHC is HLA-B40:01 with pseudo-sequence HLA-B40:01. The binding affinity (normalized) is 0.0847. (4) The MHC is HLA-A68:02 with pseudo-sequence HLA-A68:02. The peptide sequence is LTPFEKEFT. The binding affinity (normalized) is 0. (5) The binding affinity (normalized) is 0.757. The peptide sequence is QLFNHTMFI. The MHC is HLA-A02:06 with pseudo-sequence HLA-A02:06. (6) The peptide sequence is AAASSTHRKV. The MHC is HLA-A02:01 with pseudo-sequence HLA-A02:01. The binding affinity (normalized) is 0.